From a dataset of Catalyst prediction with 721,799 reactions and 888 catalyst types from USPTO. Predict which catalyst facilitates the given reaction. (1) Reactant: C(Cl)(=O)C(Cl)=O.CS(C)=O.[CH2:11]([C:13]1[N:14]=[C:15]([C:20]2[CH:25]=[CH:24][C:23]([C:26]([F:29])([F:28])[F:27])=[CH:22][CH:21]=2)[O:16][C:17]=1[CH2:18][OH:19])[CH3:12].C(N(CC)CC)C. Product: [CH2:11]([C:13]1[N:14]=[C:15]([C:20]2[CH:25]=[CH:24][C:23]([C:26]([F:29])([F:28])[F:27])=[CH:22][CH:21]=2)[O:16][C:17]=1[CH:18]=[O:19])[CH3:12]. The catalyst class is: 2. (2) Reactant: [F:1][C:2]1[CH:3]=[C:4]([CH:9]([OH:14])[C:10](OC)=[O:11])[CH:5]=[C:6]([F:8])[CH:7]=1.O.[NH2:16][NH2:17]. The catalyst class is: 41. Product: [F:1][C:2]1[CH:3]=[C:4]([CH:9]([OH:14])[C:10]([NH:16][NH2:17])=[O:11])[CH:5]=[C:6]([F:8])[CH:7]=1. (3) Reactant: I[Si](C)(C)C.C([O:8][P:9](OCC)([O:11][C:12]1[CH:17]=[CH:16][C:15](/[C:18](/[CH3:34])=[CH:19]/[C:20]([O:22][C:23]2[C:28]([Cl:29])=[C:27]([Cl:30])[C:26]([Cl:31])=[C:25]([Cl:32])[C:24]=2[Cl:33])=[O:21])=[CH:14][CH:13]=1)=O)C.C[Si](N([Si](C)(C)C)C(=O)C(F)(F)F)(C)C. Product: [PH2:9]([O:11][C:12]1[CH:13]=[CH:14][C:15](/[C:18](/[CH3:34])=[CH:19]/[C:20]([O:22][C:23]2[C:24]([Cl:33])=[C:25]([Cl:32])[C:26]([Cl:31])=[C:27]([Cl:30])[C:28]=2[Cl:29])=[O:21])=[CH:16][CH:17]=1)=[O:8]. The catalyst class is: 2.